This data is from Peptide-MHC class I binding affinity with 185,985 pairs from IEDB/IMGT. The task is: Regression. Given a peptide amino acid sequence and an MHC pseudo amino acid sequence, predict their binding affinity value. This is MHC class I binding data. (1) The MHC is HLA-B35:01 with pseudo-sequence HLA-B35:01. The binding affinity (normalized) is 0.0468. The peptide sequence is RPLSEKEENM. (2) The peptide sequence is TSTVEEQIQW. The MHC is HLA-A29:02 with pseudo-sequence HLA-A29:02. The binding affinity (normalized) is 0. (3) The peptide sequence is TVRPGNKGY. The MHC is HLA-B08:01 with pseudo-sequence HLA-B08:01. The binding affinity (normalized) is 0.0847. (4) The peptide sequence is YEGDLRVTF. The MHC is HLA-B18:01 with pseudo-sequence HLA-B18:01. The binding affinity (normalized) is 1.00. (5) The peptide sequence is RAYWIHLMM. The MHC is HLA-C15:02 with pseudo-sequence HLA-C15:02. The binding affinity (normalized) is 0.692. (6) The peptide sequence is IVRQGIRQL. The MHC is HLA-A01:01 with pseudo-sequence HLA-A01:01. The binding affinity (normalized) is 0.0847. (7) The peptide sequence is KIISEIGQL. The MHC is HLA-A31:01 with pseudo-sequence HLA-A31:01. The binding affinity (normalized) is 0.0847. (8) The peptide sequence is KVMALPIPH. The MHC is HLA-A01:01 with pseudo-sequence HLA-A01:01. The binding affinity (normalized) is 0.0847. (9) The peptide sequence is VALLPLSLLF. The MHC is Mamu-A01 with pseudo-sequence Mamu-A01. The binding affinity (normalized) is 0.426.